This data is from Reaction yield outcomes from USPTO patents with 853,638 reactions. The task is: Predict the reaction yield, written as a fraction of the theoretical maximum amount of product (1.0 means a 100% yield; for example, 0.34 means a 34% yield). (1) The reactants are [OH:1][CH:2]([CH:4]1[CH2:9][CH2:8][N:7]([C:10]([O:12][C:13]([CH3:16])([CH3:15])[CH3:14])=[O:11])[CH2:6][CH2:5]1)[CH3:3].[CH3:17][S:18](Cl)(=[O:20])=[O:19].CCN(CC)CC. No catalyst specified. The product is [CH3:17][S:18]([O:1][CH:2]([CH:4]1[CH2:5][CH2:6][N:7]([C:10]([O:12][C:13]([CH3:15])([CH3:14])[CH3:16])=[O:11])[CH2:8][CH2:9]1)[CH3:3])(=[O:20])=[O:19]. The yield is 0.490. (2) The reactants are [CH2:1]([O:3][C:4](=[O:23])[CH2:5][CH:6]([N:10]1[C:14]2[CH:15]=[CH:16][CH:17]=[CH:18][C:13]=2[N:12](C(C)=C)[C:11]1=[O:22])[CH2:7][CH2:8][CH3:9])[CH3:2].Cl. The catalyst is CO. The product is [CH2:1]([O:3][C:4](=[O:23])[CH2:5][CH:6]([N:10]1[C:14]2[CH:15]=[CH:16][CH:17]=[CH:18][C:13]=2[NH:12][C:11]1=[O:22])[CH2:7][CH2:8][CH3:9])[CH3:2]. The yield is 0.800. (3) The reactants are [F:1][C:2]1[CH:3]=[C:4]([N:30]2[CH2:34][CH:33]([CH2:35][NH:36][C:37](=[O:39])[CH3:38])[O:32][C:31]2=[O:40])[CH:5]=[CH:6][C:7]=1[N:8]1[CH2:13][CH2:12][N:11]([C:14](=[O:29])[CH2:15][O:16][CH:17]2[CH2:22][O:21][C:20]3=[N:23][C:24]([N+:26]([O-:28])=[O:27])=[CH:25][N:19]3[CH2:18]2)[CH2:10][CH2:9]1.[N+](C1N=C2N(C=1)CC(OCC(O)=O)CO2)([O-])=O.FC1C=C(N2CC(CNC(=O)C)OC2=O)C=CC=1N1CCNCC1.CN(C(ON1N=NC2C=CC=CC1=2)=[N+](C)C)C.[B-](F)(F)(F)F.CCN(CC)CC. The catalyst is CN(C=O)C.CCOC(C)=O.O. The product is [F:1][C:2]1[CH:3]=[C:4]([N:30]2[CH2:34][C@H:33]([CH2:35][NH:36][C:37](=[O:39])[CH3:38])[O:32][C:31]2=[O:40])[CH:5]=[CH:6][C:7]=1[N:8]1[CH2:13][CH2:12][N:11]([C:14](=[O:29])[CH2:15][O:16][C@@H:17]2[CH2:22][O:21][C:20]3=[N:23][C:24]([N+:26]([O-:28])=[O:27])=[CH:25][N:19]3[CH2:18]2)[CH2:10][CH2:9]1. The yield is 0.100.